Dataset: Reaction yield outcomes from USPTO patents with 853,638 reactions. Task: Predict the reaction yield, written as a fraction of the theoretical maximum amount of product (1.0 means a 100% yield; for example, 0.34 means a 34% yield). The reactants are [O:1]=[C:2]1[N:7]([CH2:8][CH2:9][CH:10]2[CH2:15][CH2:14][O:13][CH2:12][CH2:11]2)[C:6]2[N:16]=[C:17]([C:20]3[CH:25]=[CH:24][N:23]=[C:22]4[N:26](C(OC(C)(C)C)=O)[CH:27]=[CH:28][C:21]=34)[CH:18]=[N:19][C:5]=2[NH:4][CH2:3]1. The catalyst is Cl. The product is [NH:26]1[C:22]2=[N:23][CH:24]=[CH:25][C:20]([C:17]3[N:16]=[C:6]4[N:7]([CH2:8][CH2:9][CH:10]5[CH2:15][CH2:14][O:13][CH2:12][CH2:11]5)[C:2](=[O:1])[CH2:3][NH:4][C:5]4=[N:19][CH:18]=3)=[C:21]2[CH:28]=[CH:27]1. The yield is 0.630.